Binary Classification. Given a miRNA mature sequence and a target amino acid sequence, predict their likelihood of interaction. From a dataset of Experimentally validated miRNA-target interactions with 360,000+ pairs, plus equal number of negative samples. The miRNA is hsa-miR-320e with sequence AAAGCUGGGUUGAGAAGG. The protein sequence of the target gene is MDQSVAIQETLVEGEYCVIAVQGVLCKGDSRQSRLLGLVRYRLENDAQEHALFLYTHRRMAITGDDVSLDQIVPLSKDFMLEEVSPDGELYILGSDVTVQLNTAELKLVFQLPFGSHTRTFLQEVARACPGFDPETRDPEFEWLSRHTCAEPDAESPKPREWNSDPGTRSGFAPIGGSRHQSRNARRGLEDVLPRGPGYILLWGGAAEEPEFLLAEEMHEGGPVRGRRPLAGRRDEALEEADWEMSAGGGSRERDCAGVSNVDSSRPNGRGPDQPSGARCPEKPENSLTRQNKSKSDMSE.... Result: 0 (no interaction).